Dataset: Reaction yield outcomes from USPTO patents with 853,638 reactions. Task: Predict the reaction yield, written as a fraction of the theoretical maximum amount of product (1.0 means a 100% yield; for example, 0.34 means a 34% yield). (1) The reactants are [C:1]([O:5][C:6](=[O:19])[CH2:7][C@@H:8]([CH2:17][OH:18])[CH2:9][C@H:10]([CH3:16])[CH2:11][CH2:12][CH2:13][CH2:14][CH3:15])([CH3:4])([CH3:3])[CH3:2].C(OC(=O)C[C@H](C[C@@H](C)CCCCC)C(O)=O)(C)(C)C. The yield is 0.760. The product is [C:1]([O:5][C:6](=[O:19])[CH2:7][C@@H:8]([CH2:17][OH:18])[CH2:9][C@@H:10]([CH3:16])[CH2:11][CH2:12][CH2:13][CH2:14][CH3:15])([CH3:2])([CH3:4])[CH3:3]. No catalyst specified. (2) The reactants are C([NH:4][C:5]1[CH:9]=[CH:8][N:7]([C:10]2[CH:15]=[CH:14][C:13]([C:16]([O:18][CH2:19][CH3:20])=[O:17])=[CH:12][CH:11]=2)[C:6]=1[C:21]([O:23][CH2:24][CH3:25])=[O:22])(=O)C.Cl. The catalyst is C(O)C. The product is [NH2:4][C:5]1[CH:9]=[CH:8][N:7]([C:10]2[CH:11]=[CH:12][C:13]([C:16]([O:18][CH2:19][CH3:20])=[O:17])=[CH:14][CH:15]=2)[C:6]=1[C:21]([O:23][CH2:24][CH3:25])=[O:22]. The yield is 0.691. (3) The reactants are CC([O-])(C)C.[K+].CC1C=CC(S([CH2:17][N+:18]#[C-])(=O)=O)=CC=1.[CH2:20]([O:27][C:28]1[CH:29]=[C:30]([CH:33]=[CH:34][C:35]=1[O:36][CH3:37])[CH:31]=O)[C:21]1[CH:26]=[CH:25][CH:24]=[CH:23][CH:22]=1.CO. The catalyst is C1COCC1.O. The product is [CH2:20]([O:27][C:28]1[CH:29]=[C:30]([CH2:31][C:17]#[N:18])[CH:33]=[CH:34][C:35]=1[O:36][CH3:37])[C:21]1[CH:26]=[CH:25][CH:24]=[CH:23][CH:22]=1. The yield is 0.480. (4) The reactants are [CH3:1][N:2]([CH3:20])[CH2:3][CH2:4][CH2:5][O:6][C:7]1[CH:12]=[CH:11][C:10]([NH2:13])=[CH:9][C:8]=1[C:14]1[N:15]([CH3:19])[N:16]=[CH:17][CH:18]=1.[F:21][C:22]1[CH:27]=[CH:26][C:25]([N:28]=[C:29]=[O:30])=[CH:24][CH:23]=1. The catalyst is C(Cl)Cl. The product is [CH3:20][N:2]([CH3:1])[CH2:3][CH2:4][CH2:5][O:6][C:7]1[CH:12]=[CH:11][C:10]([NH:13][C:29]([NH:28][C:25]2[CH:26]=[CH:27][C:22]([F:21])=[CH:23][CH:24]=2)=[O:30])=[CH:9][C:8]=1[C:14]1[N:15]([CH3:19])[N:16]=[CH:17][CH:18]=1. The yield is 0.730.